Task: Predict the reaction yield, written as a fraction of the theoretical maximum amount of product (1.0 means a 100% yield; for example, 0.34 means a 34% yield).. Dataset: Reaction yield outcomes from USPTO patents with 853,638 reactions The reactants are C([C:3]1[N:4]([CH2:18][C:19]2[CH:24]=[CH:23][CH:22]=[CH:21][C:20]=2[O:25][C:26]2[CH:31]=[CH:30][CH:29]=[CH:28][CH:27]=2)[C:5]2[C:10]([C:11](=[O:16])[C:12]=1[C:13]([OH:15])=[O:14])=[N:9][CH:8]=[C:7]([Br:17])[CH:6]=2)C.O.[OH-].[Li+]. The catalyst is CO.O. The product is [Br:17][C:7]1[CH:6]=[C:5]2[C:10]([C:11](=[O:16])[C:12]([C:13]([OH:15])=[O:14])=[CH:3][N:4]2[CH2:18][C:19]2[CH:24]=[CH:23][CH:22]=[CH:21][C:20]=2[O:25][C:26]2[CH:27]=[CH:28][CH:29]=[CH:30][CH:31]=2)=[N:9][CH:8]=1. The yield is 0.170.